This data is from Reaction yield outcomes from USPTO patents with 853,638 reactions. The task is: Predict the reaction yield, written as a fraction of the theoretical maximum amount of product (1.0 means a 100% yield; for example, 0.34 means a 34% yield). (1) The reactants are Br[C:2]1[S:6][C:5]([C:7]([O:9][CH2:10][CH3:11])=[O:8])=[CH:4][CH:3]=1.[CH3:12][N:13]1[CH2:19][CH2:18][CH2:17][NH:16][CH2:15][CH2:14]1.C1C=CC(P(C2C(C3C(P(C4C=CC=CC=4)C4C=CC=CC=4)=CC=C4C=3C=CC=C4)=C3C(C=CC=C3)=CC=2)C2C=CC=CC=2)=CC=1.C(=O)([O-])[O-].[Cs+].[Cs+]. The catalyst is O1CCOCC1.C([O-])(=O)C.[Pd+2].C([O-])(=O)C. The product is [CH3:12][N:13]1[CH2:19][CH2:18][CH2:17][N:16]([C:2]2[S:6][C:5]([C:7]([O:9][CH2:10][CH3:11])=[O:8])=[CH:4][CH:3]=2)[CH2:15][CH2:14]1. The yield is 0.127. (2) The reactants are [CH3:1][C:2]([S@:5]([NH2:7])=[O:6])([CH3:4])[CH3:3].[Br:8][C:9]1[CH:16]=[CH:15][C:12]([CH:13]=O)=[CH:11][CH:10]=1.[OH-].[Na+].S([O-])([O-])(=O)=O.[Na+].[Na+]. The catalyst is C1(C)C=CC=CC=1. The product is [Br:8][C:9]1[CH:16]=[CH:15][C:12](/[CH:13]=[N:7]\[S@@:5]([C:2]([CH3:4])([CH3:3])[CH3:1])=[O:6])=[CH:11][CH:10]=1. The yield is 0.880. (3) The reactants are [C:1](Cl)(=[O:3])[CH3:2].[CH2:5]([C:17]1[CH:18]=[C:19]([C:24]([NH2:27])=[CH:25][CH:26]=1)[C:20]([O:22][CH3:23])=[O:21])[C:6]1[CH:7]=[C:8]([C:13]([NH2:16])=[CH:14][CH:15]=1)[C:9]([O:11][CH3:12])=[O:10].C(N(CC)CC)C.[O:35]1CCO[CH2:37][CH2:36]1. No catalyst specified. The product is [CH2:5]([C:6]1[CH:7]=[C:8]([C:13]([NH:16][C:36](=[O:35])[CH3:37])=[CH:14][CH:15]=1)[C:9]([O:11][CH3:12])=[O:10])[C:17]1[CH:18]=[C:19]([C:24]([NH:27][C:1](=[O:3])[CH3:2])=[CH:25][CH:26]=1)[C:20]([O:22][CH3:23])=[O:21]. The yield is 0.950.